From a dataset of Reaction yield outcomes from USPTO patents with 853,638 reactions. Predict the reaction yield, written as a fraction of the theoretical maximum amount of product (1.0 means a 100% yield; for example, 0.34 means a 34% yield). (1) The reactants are [N:1]1[CH:6]=[CH:5][CH:4]=[C:3]([CH2:7][NH:8][S:9]([C:12]2[CH:13]=[C:14]([CH:18]=[CH:19][C:20]([OH:22])=O)[CH:15]=[CH:16][CH:17]=2)(=[O:11])=[O:10])[CH:2]=1.[Cl:23]CCl. The catalyst is CN(C)C=O. The product is [N:1]1[CH:6]=[CH:5][CH:4]=[C:3]([CH2:7][NH:8][S:9]([C:12]2[CH:13]=[C:14]([CH:18]=[CH:19][C:20]([Cl:23])=[O:22])[CH:15]=[CH:16][CH:17]=2)(=[O:11])=[O:10])[CH:2]=1. The yield is 0.980. (2) The reactants are [NH2:1]C1C=CN=CC=1.C(N(CC)CC)C.[C:15](Cl)(=[O:22])[C:16]1[CH:21]=[CH:20][CH:19]=[CH:18][CH:17]=1. The catalyst is C(Cl)Cl. The product is [C:15]([NH2:1])(=[O:22])[C:16]1[CH:21]=[CH:20][CH:19]=[CH:18][CH:17]=1. The yield is 0.750. (3) The reactants are C([O:4][C@@H:5]1[C@H:9]([O:10][CH2:11][C:12]2[CH:17]=[CH:16][CH:15]=[CH:14][CH:13]=2)[C@:8]([CH2:21][O:22][CH2:23][C:24]2[CH:29]=[CH:28][CH:27]=[CH:26][CH:25]=2)([CH:18]([F:20])[F:19])[O:7][C@H:6]1[N:30]1[CH:38]=[N:37][C:36]2[C:35](=[O:39])[NH:34][C:33]([NH:40]C(=O)C(C)C)=[N:32][C:31]1=2)(=O)C.CO. The yield is 0.530. The product is [NH2:40][C:33]1[NH:34][C:35](=[O:39])[C:36]2[N:37]=[CH:38][N:30]([C@H:6]3[C@H:5]([OH:4])[C@H:9]([O:10][CH2:11][C:12]4[CH:13]=[CH:14][CH:15]=[CH:16][CH:17]=4)[C@:8]([CH2:21][O:22][CH2:23][C:24]4[CH:29]=[CH:28][CH:27]=[CH:26][CH:25]=4)([CH:18]([F:20])[F:19])[O:7]3)[C:31]=2[N:32]=1. The catalyst is N. (4) The reactants are N1CCCCC1.C1C2C(CO[C:22]([N:24](C)[C@@H:25]([CH2:29][S:30][S:31][C:32]([CH3:35])([CH3:34])[CH3:33])[C:26]([OH:28])=[O:27])=O)C3C(=CC=CC=3)C=2C=CC=1.[C:45](O[C:45]([O:47][C:48]([CH3:51])([CH3:50])[CH3:49])=[O:46])([O:47][C:48]([CH3:51])([CH3:50])[CH3:49])=[O:46].C(N(CC)CC)C. The catalyst is O1CCCC1. The product is [C:48]([O:47][C:45]([N:24]([CH3:22])[C@@H:25]([CH2:29][S:30][S:31][C:32]([CH3:34])([CH3:33])[CH3:35])[C:26]([OH:28])=[O:27])=[O:46])([CH3:49])([CH3:50])[CH3:51]. The yield is 0.760. (5) The product is [CH3:12][O:13][C:14]1[CH:15]=[C:16](/[C:17](=[CH:4]/[C:3]2[CH:6]=[C:7]([F:11])[C:8]([F:10])=[CH:9][C:2]=2[F:1])/[C:18]#[N:19])[CH:20]=[CH:21][C:22]=1[O:23][CH3:24]. The yield is 0.260. The reactants are [F:1][C:2]1[CH:9]=[C:8]([F:10])[C:7]([F:11])=[CH:6][C:3]=1[CH:4]=O.[CH3:12][O:13][C:14]1[CH:15]=[C:16]([CH:20]=[CH:21][C:22]=1[O:23][CH3:24])[CH2:17][C:18]#[N:19]. No catalyst specified. (6) The reactants are [C:1]([Si:5]([O:8][CH2:9][C:10]1[CH:15]=[CH:14][C:13](/[CH:16]=[CH:17]/I)=[CH:12][CH:11]=1)([CH3:7])[CH3:6])([CH3:4])([CH3:3])[CH3:2].COC(=O)[C@@H](N[C:33](=[O:57])[C:34]1[CH:39]=[CH:38][C:37]([C:40]#[C:41]/C=C/C2C=CC(CN3CCOCC3)=CC=2)=[CH:36][CH:35]=1)CNC(=O)CNC1CC1.CCN(CC)CC.C1C[O:69][CH2:68]C1. The catalyst is CCOC(C)=O.Cl[Pd](Cl)([P](C1C=CC=CC=1)(C1C=CC=CC=1)C1C=CC=CC=1)[P](C1C=CC=CC=1)(C1C=CC=CC=1)C1C=CC=CC=1.[Cu]I. The product is [CH3:68][O:69][C:33](=[O:57])[C:34]1[CH:35]=[CH:36][C:37]([C:40]#[C:41]/[CH:17]=[CH:16]/[C:13]2[CH:14]=[CH:15][C:10]([CH2:9][O:8][Si:5]([C:1]([CH3:4])([CH3:3])[CH3:2])([CH3:7])[CH3:6])=[CH:11][CH:12]=2)=[CH:38][CH:39]=1. The yield is 0.570. (7) The reactants are [CH2:1]1[C:9]2[CH:8]=[CH:7][N:6]=[C:5]([C:10]([O:12]C)=[O:11])[C:4]=2[CH2:3][O:2]1.[OH-].[Na+].Cl.C(#N)C. The catalyst is CO. The product is [CH2:1]1[C:9]2[CH:8]=[CH:7][N:6]=[C:5]([C:10]([OH:12])=[O:11])[C:4]=2[CH2:3][O:2]1. The yield is 0.370.